Task: Predict which catalyst facilitates the given reaction.. Dataset: Catalyst prediction with 721,799 reactions and 888 catalyst types from USPTO (1) Reactant: CCN(C(C)C)C(C)C.[F:10][C:11]1[CH:16]=[CH:15][C:14]([CH2:17][C:18]([NH:21][C:22]2[C:23]3[CH2:38][N:37]([CH:39]([CH3:41])[CH3:40])[C:36](=[O:42])[C:24]=3[N:25]=[C:26]([N:28]3[CH2:33][CH2:32][NH:31][CH:30]([CH2:34][OH:35])[CH2:29]3)[N:27]=2)([CH3:20])[CH3:19])=[CH:13][CH:12]=1.[C:43](Cl)(Cl)=[O:44].C1(C)C=CC=CC=1. Product: [F:10][C:11]1[CH:16]=[CH:15][C:14]([CH2:17][C:18]([NH:21][C:22]2[C:23]3[CH2:38][N:37]([CH:39]([CH3:40])[CH3:41])[C:36](=[O:42])[C:24]=3[N:25]=[C:26]([N:28]3[CH2:33][CH2:32][N:31]4[C:43](=[O:44])[O:35][CH2:34][C@H:30]4[CH2:29]3)[N:27]=2)([CH3:20])[CH3:19])=[CH:13][CH:12]=1. The catalyst class is: 2. (2) The catalyst class is: 32. Product: [S:17]1[CH:18]=[CH:19][N:20]=[C:16]1[NH:1][C:2]1[CH:3]=[CH:4][C:5]([C:6]([OH:8])=[O:7])=[CH:13][CH:14]=1. Reactant: [NH2:1][C:2]1[CH:14]=[CH:13][C:5]([C:6]([O:8]C(C)(C)C)=[O:7])=[CH:4][CH:3]=1.Br[C:16]1[S:17][CH:18]=[CH:19][N:20]=1.Cl.O1CCOCC1. (3) Reactant: [C:1]([C:3]1[CH:36]=[CH:35][C:6]([O:7][CH2:8][C:9]2[CH:32]=[CH:31][C:12]3[C:13]([CH2:16][CH2:17][CH:18]4[CH2:23][CH2:22][N:21]([C:24]([O:26][C:27]([CH3:30])([CH3:29])[CH3:28])=[O:25])[CH2:20][CH2:19]4)=[N:14][O:15][C:11]=3[C:10]=2[CH2:33]O)=[CH:5][CH:4]=1)#[N:2].CS(Cl)(=O)=O.[CH3:42][NH:43][CH3:44].[I-].[Na+].[Cl-].[Na+]. Product: [C:1]([C:3]1[CH:4]=[CH:5][C:6]([O:7][CH2:8][C:9]2[CH:32]=[CH:31][C:12]3[C:13]([CH2:16][CH2:17][CH:18]4[CH2:23][CH2:22][N:21]([C:24]([O:26][C:27]([CH3:29])([CH3:28])[CH3:30])=[O:25])[CH2:20][CH2:19]4)=[N:14][O:15][C:11]=3[C:10]=2[CH2:33][N:43]([CH3:44])[CH3:42])=[CH:35][CH:36]=1)#[N:2]. The catalyst class is: 571. (4) Reactant: Cl[C:2]1[C:7]([NH2:8])=[C:6]([Cl:9])[N:5]=[CH:4][N:3]=1.C(N(CC)CC)C.[NH2:17][CH2:18][C@H:19]([NH:23][C:24]([O:26][C:27]([CH3:30])([CH3:29])[CH3:28])=[O:25])[C:20]([OH:22])=[O:21].CCO. Product: [NH2:8][C:7]1[C:2]([NH:17][CH2:18][C@H:19]([NH:23][C:24]([O:26][C:27]([CH3:30])([CH3:29])[CH3:28])=[O:25])[C:20]([OH:22])=[O:21])=[N:3][CH:4]=[N:5][C:6]=1[Cl:9]. The catalyst class is: 51. (5) Reactant: [CH3:1][C:2]1[C:6]([C:7]2[CH:8]=[C:9]([CH2:13][CH2:14][N:15](C)[CH3:16])[CH:10]=[CH:11][CH:12]=2)=[C:5]([CH3:18])[NH:4][N:3]=1.C(N(C(C)C)CC)(C)C.ClC(OC(Cl)C)=O. Product: [CH3:18][C:5]1[C:6]([C:7]2[CH:8]=[C:9]([CH2:13][CH2:14][NH:15][CH3:16])[CH:10]=[CH:11][CH:12]=2)=[C:2]([CH3:1])[NH:3][N:4]=1. The catalyst class is: 2. (6) Product: [O:12]=[S:11]1(=[O:13])[N:10]([C:3]2[C:4]([Cl:9])=[CH:5][C:6]([Cl:8])=[CH:7][C:2]=2[Cl:1])[CH2:26][C:21]2([CH2:23][CH2:22]2)[CH2:24][N:14]1[CH2:15][C:16]([O:18][CH2:19][CH3:20])=[O:17]. The catalyst class is: 1. Reactant: [Cl:1][C:2]1[CH:7]=[C:6]([Cl:8])[CH:5]=[C:4]([Cl:9])[C:3]=1[NH:10][S:11]([NH:14][CH2:15][C:16]([O:18][CH2:19][CH3:20])=[O:17])(=[O:13])=[O:12].[C:21]1([CH2:26]O)([CH2:24]O)[CH2:23][CH2:22]1.C1(P(C2C=CC=CC=2)C2C=CC=CC=2)C=CC=CC=1.CC(OC(/N=N/C(OC(C)C)=O)=O)C. (7) Reactant: [CH3:1][O:2][C:3]([C:5]1[CH:6]=[C:7]([CH:33]=[CH:34][CH:35]=1)[CH2:8][N:9]1[C:13](=[O:14])[C:12]2([CH2:19][CH2:18][N:17](C(OC(C)(C)C)=O)[CH2:16][CH2:15]2)[N:11]([C:27]2[CH:32]=[CH:31][CH:30]=[CH:29][CH:28]=2)[CH2:10]1)=[O:4]. Product: [O:14]=[C:13]1[C:12]2([CH2:19][CH2:18][NH:17][CH2:16][CH2:15]2)[N:11]([C:27]2[CH:28]=[CH:29][CH:30]=[CH:31][CH:32]=2)[CH2:10][N:9]1[CH2:8][C:7]1[CH:6]=[C:5]([CH:35]=[CH:34][CH:33]=1)[C:3]([O:2][CH3:1])=[O:4]. The catalyst class is: 89. (8) Product: [Cl:29][C:30]1[CH:35]=[CH:34][C:33]([O:28][CH:26]([C:9]2[C:10]([CH3:25])=[N:11][C:12]3[C:17]([C:8]=2[C:5]2[CH:4]=[CH:3][C:2]([F:1])=[CH:7][CH:6]=2)=[CH:16][C:15]([N:18]2[CH2:23][CH2:22][N:21]([CH3:24])[CH2:20][CH2:19]2)=[CH:14][CH:13]=3)[CH3:27])=[CH:32][CH:31]=1. The catalyst class is: 1. Reactant: [F:1][C:2]1[CH:7]=[CH:6][C:5]([C:8]2[C:17]3[C:12](=[CH:13][CH:14]=[C:15]([N:18]4[CH2:23][CH2:22][N:21]([CH3:24])[CH2:20][CH2:19]4)[CH:16]=3)[N:11]=[C:10]([CH3:25])[C:9]=2[CH:26]([OH:28])[CH3:27])=[CH:4][CH:3]=1.[Cl:29][C:30]1[CH:35]=[CH:34][C:33](O)=[CH:32][CH:31]=1.C1(P(C2C=CC=CC=2)C2C=CC=CC=2)C=CC=CC=1.CCOC(/N=N/C(OCC)=O)=O.